From a dataset of Catalyst prediction with 721,799 reactions and 888 catalyst types from USPTO. Predict which catalyst facilitates the given reaction. (1) Reactant: C(OC(N[C:9]1[CH2:10][C:11](C(O)=O)=[CH:12][C:13]2[CH:19]=CC(C3C=CC(C(N4CCCC4)=O)=CC=3)=C[C:14]=2[N:15]=1)=O)(C)(C)C.NO.[CH2:38]([NH:41][C:42]([C:44]1=[CH:45][C:46]2[CH:62]=[CH:61][C:60]([C:63]3[CH:68]=[CH:67][C:66]([C:69]([N:71]4[CH2:75][CH2:74][CH2:73][CH2:72]4)=[O:70])=[CH:65][CH:64]=3)=[CH:59][C:47]=2[N:48]=[C:49]([NH:51][C:52](=[O:58])[O:53][C:54]([CH3:57])([CH3:56])[CH3:55])[CH2:50]1)=[O:43])[CH2:39][CH3:40].C1C=CC2N(O)N=NC=2C=1.CCN=C=NCCCN(C)C.C(N(CC)CC)C.C(N)CC. Product: [CH3:12][C:13]([OH:43])([CH3:19])[CH2:14][NH:15][CH2:9][CH2:10][CH3:11].[CH2:38]([NH:41][C:42]([C:44]1=[CH:45][C:46]2[CH:62]=[CH:61][C:60]([C:63]3[CH:68]=[CH:67][C:66]([C:69]([N:71]4[CH2:75][CH2:74][CH2:73][CH2:72]4)=[O:70])=[CH:65][CH:64]=3)=[CH:59][C:47]=2[N:48]=[C:49]([NH:51][C:52](=[O:58])[O:53][C:54]([CH3:57])([CH3:55])[CH3:56])[CH2:50]1)=[O:43])[CH2:39][CH3:40]. The catalyst class is: 31. (2) Reactant: [F:1][C:2]1[CH:3]=[C:4]([CH:13]=[CH:14][CH:15]=1)[O:5][CH2:6][CH2:7][CH2:8][CH2:9][CH2:10][CH:11]=[O:12].[C-:16]#[N:17].[Na+]. Product: [F:1][C:2]1[CH:3]=[C:4]([CH:13]=[CH:14][CH:15]=1)[O:5][CH2:6][CH2:7][CH2:8][CH2:9][CH2:10][CH:11]([OH:12])[C:16]#[N:17]. The catalyst class is: 84.